Dataset: Catalyst prediction with 721,799 reactions and 888 catalyst types from USPTO. Task: Predict which catalyst facilitates the given reaction. (1) Reactant: [N:1]([CH2:4][CH2:5][O:6][CH2:7][CH2:8][O:9][CH2:10][CH2:11][OH:12])=[N+:2]=[N-:3].[H-].[Na+].Br[CH2:16][C:17]([OH:19])=[O:18].N1CCCCC1. Product: [N:1]([CH2:4][CH2:5][O:6][CH2:7][CH2:8][O:9][CH2:10][CH2:11][O:12][CH2:16][C:17]([OH:19])=[O:18])=[N+:2]=[N-:3]. The catalyst class is: 217. (2) Reactant: [C:1]([C:5]1[CH:33]=[CH:32][C:8]([C:9]([NH:11][CH2:12][C:13]2[CH:18]=[CH:17][C:16]([C:19]3[C:20]4[CH:27]=[C:26]([C:28]([OH:30])=O)[NH:25][C:21]=4[N:22]=[CH:23][N:24]=3)=[CH:15][C:14]=2[F:31])=[O:10])=[CH:7][CH:6]=1)([CH3:4])([CH3:3])[CH3:2].CN(C(ON1N=NC2C=CC=CC1=2)=[N+](C)C)C.F[P-](F)(F)(F)(F)F.CCN(C(C)C)C(C)C.[NH2:67][CH2:68][CH2:69][OH:70]. Product: [OH:70][CH2:69][CH2:68][NH:67][C:28]([C:26]1[NH:25][C:21]2[N:22]=[CH:23][N:24]=[C:19]([C:16]3[CH:17]=[CH:18][C:13]([CH2:12][NH:11][C:9](=[O:10])[C:8]4[CH:32]=[CH:33][C:5]([C:1]([CH3:4])([CH3:3])[CH3:2])=[CH:6][CH:7]=4)=[C:14]([F:31])[CH:15]=3)[C:20]=2[CH:27]=1)=[O:30]. The catalyst class is: 39.